From a dataset of Forward reaction prediction with 1.9M reactions from USPTO patents (1976-2016). Predict the product of the given reaction. (1) Given the reactants BrC1C=CC2OC3C(=O)NC(C4CCNCC4)=NC=3C=2C=1.BrC1C=CC2OC3C(=O)NC(C4CCN(C(OC(C)(C)C)=O)CC4)=NC=3C=2C=1.[Br:50][C:51]1[CH:52]=[CH:53][C:54]2[O:63][C:62]3[C:61](=[O:64])[NH:60][C:59]([C@@H:65]4[CH2:69][C@H:68]([OH:70])[CH2:67][N:66]4C(OC(C)(C)C)=O)=[N:58][C:57]=3[C:55]=2[CH:56]=1, predict the reaction product. The product is: [Br:50][C:51]1[CH:52]=[CH:53][C:54]2[O:63][C:62]3[C:61](=[O:64])[NH:60][C:59]([C@@H:65]4[CH2:69][C@H:68]([OH:70])[CH2:67][NH:66]4)=[N:58][C:57]=3[C:55]=2[CH:56]=1. (2) Given the reactants C(OC([N:8]1[CH2:12][CH2:11][CH:10]([NH:13][C:14]([C:16]2[S:17][CH:18]=[CH:19][C:20]=2[NH:21][C:22]2[CH:27]=[CH:26][N:25]=[C:24]3[NH:28][CH:29]=[CH:30][C:23]=23)=[O:15])C1)=O)(C)(C)C.[C:31]([CH:38]1CCN(N)CC1)(OC(C)(C)C)=O, predict the reaction product. The product is: [NH2:8][CH:12]1[CH2:38][CH2:31][N:13]([C:14]([C:16]2[S:17][CH:18]=[CH:19][C:20]=2[NH:21][C:22]2[CH:27]=[CH:26][N:25]=[C:24]3[NH:28][CH:29]=[CH:30][C:23]=23)=[O:15])[CH2:10][CH2:11]1. (3) Given the reactants [Cl:1][C:2]1[C:3]([C:21]2[CH:26]=[C:25]([Cl:27])[CH:24]=[CH:23][C:22]=2[C:28]#[N:29])=[CH:4][C:5](=[O:20])[N:6]([CH:8]([CH2:16][CH:17]2[CH2:19][CH2:18]2)[C:9]([O:11]C(C)(C)C)=[O:10])[CH:7]=1.C(O)(C(F)(F)F)=O, predict the reaction product. The product is: [Cl:1][C:2]1[C:3]([C:21]2[CH:26]=[C:25]([Cl:27])[CH:24]=[CH:23][C:22]=2[C:28]#[N:29])=[CH:4][C:5](=[O:20])[N:6]([CH:8]([CH2:16][CH:17]2[CH2:18][CH2:19]2)[C:9]([OH:11])=[O:10])[CH:7]=1. (4) Given the reactants Br[C:2]1[CH:3]=[C:4]2[C:9](=[CH:10][CH:11]=1)[N:8]=[CH:7][N:6]([C:12]1[CH:17]=[CH:16][CH:15]=[CH:14][CH:13]=1)[C:5]2=[O:18].[F:19][C:20]1[CH:25]=[CH:24][C:23]([C:26]2[O:27][C:28]3[CH:38]=[C:37]([N:39]([CH3:44])[S:40]([CH3:43])(=[O:42])=[O:41])[C:36](B4OC(C)(C)C(C)(C)O4)=[CH:35][C:29]=3[C:30]=2[C:31]([NH:33][CH3:34])=[O:32])=[CH:22][CH:21]=1.[O-]P([O-])([O-])=O.[K+].[K+].[K+], predict the reaction product. The product is: [F:19][C:20]1[CH:25]=[CH:24][C:23]([C:26]2[O:27][C:28]3[CH:38]=[C:37]([N:39]([CH3:44])[S:40]([CH3:43])(=[O:41])=[O:42])[C:36]([C:2]4[CH:3]=[C:4]5[C:9](=[CH:10][CH:11]=4)[N:8]=[CH:7][N:6]([C:12]4[CH:17]=[CH:16][CH:15]=[CH:14][CH:13]=4)[C:5]5=[O:18])=[CH:35][C:29]=3[C:30]=2[C:31]([NH:33][CH3:34])=[O:32])=[CH:22][CH:21]=1. (5) Given the reactants [NH2:1][CH2:2][C:3]1[CH:4]=[C:5]([NH:14][C:15](=[O:19])[O:16][CH2:17][CH3:18])[CH:6]=[CH:7][C:8]=1[S:9]([CH2:12][CH3:13])(=[O:11])=[O:10].Cl[C:21](OC(C)C)=O.NC1C=CC(S(CC)(=O)=O)=C(C=1)C#N, predict the reaction product. The product is: [NH2:1][CH2:2][C:3]1[CH:4]=[C:5]([NH:14][C:15](=[O:19])[O:16][CH:17]([CH3:21])[CH3:18])[CH:6]=[CH:7][C:8]=1[S:9]([CH2:12][CH3:13])(=[O:11])=[O:10]. (6) Given the reactants [OH-].[Na+].C[O:4][C:5]([C:7]1[CH:8]=[C:9]([CH3:26])[C:10]2[O:16][C:15]3[C:17]([Cl:22])=[CH:18][C:19]([NH2:21])=[CH:20][C:14]=3[CH2:13][S:12](=[O:24])(=[O:23])[C:11]=2[CH:25]=1)=[O:6], predict the reaction product. The product is: [NH2:21][C:19]1[CH:18]=[C:17]([Cl:22])[C:15]2[O:16][C:10]3[C:9]([CH3:26])=[CH:8][C:7]([C:5]([OH:6])=[O:4])=[CH:25][C:11]=3[S:12](=[O:23])(=[O:24])[CH2:13][C:14]=2[CH:20]=1. (7) Given the reactants [CH3:1][C:2]1[CH:3]=[CH:4][CH:5]=[C:6]2[C:11]=1[NH:10][C:9](=[O:12])[CH:8]=[CH:7]2.[H-].[Na+].Br[CH2:16][CH:17]1[O:21][CH2:20][CH2:19][O:18]1.Cl, predict the reaction product. The product is: [O:18]1[CH2:19][CH2:20][O:21][CH:17]1[CH2:16][N:10]1[C:11]2[C:6](=[CH:5][CH:4]=[CH:3][C:2]=2[CH3:1])[CH:7]=[CH:8][C:9]1=[O:12]. (8) Given the reactants I[CH2:2][CH2:3][CH2:4][C:5]#[CH:6].[C:7]([NH2:11])([CH3:10])([CH3:9])[CH3:8], predict the reaction product. The product is: [C:7]([NH:11][CH2:2][CH2:3][CH2:4][C:5]#[CH:6])([CH3:10])([CH3:9])[CH3:8].